From a dataset of Full USPTO retrosynthesis dataset with 1.9M reactions from patents (1976-2016). Predict the reactants needed to synthesize the given product. (1) Given the product [Cl:1][C:2]1[CH:3]=[CH:4][C:5]([C:8]([NH:10][NH:11][C:16]([NH:15][CH2:12][CH:13]=[CH2:14])=[O:17])=[O:9])=[CH:6][CH:7]=1, predict the reactants needed to synthesize it. The reactants are: [Cl:1][C:2]1[CH:7]=[CH:6][C:5]([C:8]([NH:10][NH2:11])=[O:9])=[CH:4][CH:3]=1.[CH2:12]([N:15]=[C:16]=[O:17])[CH:13]=[CH2:14].C(OCC)C. (2) Given the product [F:1][C:2]1[CH:8]=[C:7]([O:9][C:10]2[C:19]3[C:14](=[CH:15][C:16]([CH2:22][CH2:23][CH2:24][N:46]4[CH2:45][CH2:26][O:29][CH2:42][CH2:41]4)=[C:17]([O:20][CH3:21])[CH:18]=3)[N:13]=[CH:12][CH:11]=2)[CH:6]=[CH:5][C:3]=1[NH2:4], predict the reactants needed to synthesize it. The reactants are: [F:1][C:2]1[CH:8]=[C:7]([O:9][C:10]2[C:19]3[C:14](=[CH:15][C:16]([CH2:22][CH2:23][CH2:24]Cl)=[C:17]([O:20][CH3:21])[CH:18]=3)[N:13]=[CH:12][CH:11]=2)[CH:6]=[CH:5][C:3]=1[NH2:4].[C:26](=[O:29])([O-])[O-].[K+].[K+].[I-].[Na+].FC1C=CC([CH2:41][C:42](O)=O)=CC=1.[CH3:45][N:46](C)C=O. (3) Given the product [ClH:7].[CH2:23]([NH:22][C:20]1[NH:19][C:17]([NH:16][CH2:15][C:14]2[CH:13]=[CH:12][C:11]([OH:10])=[CH:32][CH:31]=2)=[N:18][C:4]([CH3:6])([CH3:3])[N:21]=1)[CH2:24][CH2:25][CH2:26][CH2:27][CH2:28][CH2:29][CH3:30], predict the reactants needed to synthesize it. The reactants are: CO.[CH3:3][C:4]([CH3:6])=O.[ClH:7].Cl.Cl.[OH:10][C:11]1[CH:32]=[CH:31][C:14]([CH2:15][NH:16][C:17]([NH:19][C:20]([NH:22][CH2:23][CH2:24][CH2:25][CH2:26][CH2:27][CH2:28][CH2:29][CH3:30])=[NH:21])=[NH:18])=[CH:13][CH:12]=1. (4) Given the product [Cl:1][C:2]1[CH:11]=[CH:10][CH:9]=[C:8]2[C:3]=1[CH2:4][CH2:5][CH2:6][NH:7]2, predict the reactants needed to synthesize it. The reactants are: [Cl:1][C:2]1[CH:11]=[CH:10][CH:9]=[C:8]2[C:3]=1[CH:4]=[CH:5][CH:6]=[N:7]2.[BH3-]C#N.[Na+].Cl.[OH-].[Na+]. (5) Given the product [ClH:13].[Cl:13][CH2:9][C:7]1[CH:6]=[CH:5][N:4]=[C:3]([O:2][CH3:1])[CH:8]=1, predict the reactants needed to synthesize it. The reactants are: [CH3:1][O:2][C:3]1[CH:8]=[C:7]([CH2:9]O)[CH:6]=[CH:5][N:4]=1.S(Cl)([Cl:13])=O. (6) Given the product [Cl:1][C:2]1[CH:7]=[CH:6][C:5]([C:8]2[N:12]([C:13]3[CH:18]=[CH:17][C:16]([Cl:19])=[CH:15][C:14]=3[Cl:20])[N:11]=[C:10]([C:21]([NH:23][CH:24]3[CH2:25][CH2:26][N:27]([C:30]([O:32][CH2:33][CH3:34])=[O:31])[CH2:28][CH2:29]3)=[O:22])[C:9]=2[CH3:42])=[CH:4][CH:3]=1, predict the reactants needed to synthesize it. The reactants are: [Cl:1][C:2]1[CH:7]=[CH:6][C:5]([C:8]2[N:12]([C:13]3[CH:18]=[CH:17][C:16]([Cl:19])=[CH:15][C:14]=3[Cl:20])[N:11]=[C:10]([C:21]([NH:23][CH:24]3[CH2:29][CH2:28][N:27]([C:30]([O:32][C:33]4C=CC([N+]([O-])=O)=C[CH:34]=4)=[O:31])[CH2:26][CH2:25]3)=[O:22])[C:9]=2[CH3:42])=[CH:4][CH:3]=1.[H-].[Na+].